This data is from Catalyst prediction with 721,799 reactions and 888 catalyst types from USPTO. The task is: Predict which catalyst facilitates the given reaction. (1) Reactant: [F:1][C:2]1[CH:8]=[C:7]([F:9])[CH:6]=[CH:5][C:3]=1[NH2:4].C(N(CC)CC)C.[Br:17][CH2:18][C:19](Br)=[O:20].O. Product: [Br:17][CH2:18][C:19]([NH:4][C:3]1[CH:5]=[CH:6][C:7]([F:9])=[CH:8][C:2]=1[F:1])=[O:20]. The catalyst class is: 4. (2) Reactant: ClC1N=CN=C2C=1N=CN2[C@H]1[C@@H]2[O:16]C(C)(C)O[C@@H]2[C@@H](CO)C1.C(NS(=O)=O)(OC(C)(C)C)=O.[C:34]1([P:40]([C:47]2[CH:52]=[CH:51][CH:50]=[CH:49][CH:48]=2)[C:41]2[CH:46]=[CH:45][CH:44]=[CH:43][CH:42]=2)[CH:39]=[CH:38][CH:37]=[CH:36][CH:35]=1.N(C(OC(C)C)=O)=NC(OC(C)C)=O. Product: [C:47]1([P:40](=[O:16])([C:34]2[CH:35]=[CH:36][CH:37]=[CH:38][CH:39]=2)[C:41]2[CH:46]=[CH:45][CH:44]=[CH:43][CH:42]=2)[CH:48]=[CH:49][CH:50]=[CH:51][CH:52]=1. The catalyst class is: 25. (3) Product: [F:1][C:2]1[CH:3]=[C:4]([N:10]2[C:14](=[O:15])[CH2:13][CH:12]([NH:29][C:32](=[O:41])[O:26][CH2:19][C:20]3[CH:25]=[CH:24][CH:23]=[CH:22][CH:21]=3)[CH2:11]2)[CH:5]=[CH:6][C:7]=1[O:8][CH3:9]. The catalyst class is: 11. Reactant: [F:1][C:2]1[CH:3]=[C:4]([N:10]2[C:14](=[O:15])[CH2:13][CH:12](C(O)=O)[CH2:11]2)[CH:5]=[CH:6][C:7]=1[O:8][CH3:9].[CH2:19]([OH:26])[C:20]1[CH:25]=[CH:24][CH:23]=[CH:22][CH:21]=1.CC[N:29]([CH2:32]C)CC.C1C=CC(P(N=[N+]=[N-])(C2C=CC=CC=2)=[O:41])=CC=1. (4) Reactant: [C:1]1([C:7]2[S:11][CH:10]=[C:9]([C:12]([OH:14])=O)[CH:8]=2)[CH:6]=[CH:5][CH:4]=[CH:3][CH:2]=1.C(Cl)CCl.[CH3:19][CH:20]1[CH2:25][CH2:24][CH2:23][CH2:22][NH:21]1.O. Product: [CH3:19][CH:20]1[CH2:25][CH2:24][CH2:23][CH2:22][N:21]1[C:12]([C:9]1[CH:8]=[C:7]([C:1]2[CH:2]=[CH:3][CH:4]=[CH:5][CH:6]=2)[S:11][CH:10]=1)=[O:14]. The catalyst class is: 2.